This data is from Catalyst prediction with 721,799 reactions and 888 catalyst types from USPTO. The task is: Predict which catalyst facilitates the given reaction. (1) Reactant: [NH2:1][OH:2].[CH2:3]([O:5][C:6]1[CH:13]=[CH:12][CH:11]=[CH:10][C:7]=1[C:8]#[N:9])[CH3:4]. Product: [CH2:3]([O:5][C:6]1[CH:13]=[CH:12][CH:11]=[CH:10][C:7]=1[C:8](=[N:1][OH:2])[NH2:9])[CH3:4]. The catalyst class is: 14. (2) Reactant: [Cl:1][C:2]1[CH:7]=[CH:6][C:5]([CH2:8][C@@H:9]([NH:11][S@](C(C)(C)C)=O)[CH3:10])=[C:4]([O:18][CH3:19])[CH:3]=1.[ClH:20]. Product: [Cl:1][C:2]1[CH:7]=[CH:6][C:5]([CH2:8][C@@H:9]([NH2:11])[CH3:10])=[C:4]([O:18][CH3:19])[CH:3]=1.[ClH:20]. The catalyst class is: 5. (3) Reactant: [NH2:1][C:2](=O)[C@@H:3]([NH:5][C:6](=[O:12])[O:7][C:8]([CH3:11])([CH3:10])[CH3:9])[CH3:4].N1C(Cl)=NC(Cl)=NC=1Cl.O. Product: [C:2]([C@@H:3]([NH:5][C:6](=[O:12])[O:7][C:8]([CH3:11])([CH3:10])[CH3:9])[CH3:4])#[N:1]. The catalyst class is: 9. (4) Reactant: F[C:2](F)(F)[C:3]([O-:5])=O.[NH2:8][CH:9]([CH2:36][C:37]1[CH:42]=[CH:41][CH:40]=[CH:39][CH:38]=1)[C:10]([NH:12][CH:13]([C:21](=[O:35])[NH:22][CH:23](C(=O)CCl)[CH2:24][CH2:25][CH2:26][NH:27][C:28]([NH2:30])=[NH:29])[CH2:14][C:15]1[CH:20]=[CH:19][CH:18]=[CH:17][CH:16]=1)=[O:11].[C:43]([NH:46][CH:47]([CH2:51][C:52]1[CH:57]=[CH:56][C:55]([N:58]([CH2:62][CH2:63][Cl:64])[CH2:59][CH2:60][Cl:61])=[CH:54][CH:53]=1)[C:48]([OH:50])=O)(=[O:45])[CH3:44].ON1C2C=CC=CC=2N=N1.C(=O)([O-])O.[Na+].[ClH:80].C(N=C=NCCCN(C)C)C.FC(F)(F)C(O)=O. Product: [C:43]([NH:46][CH:47]([CH2:51][C:52]1[CH:57]=[CH:56][C:55]([N:58]([CH2:62][CH2:63][Cl:64])[CH2:59][CH2:60][Cl:61])=[CH:54][CH:53]=1)[C:48]([NH:8][CH:9]([CH2:36][C:37]1[CH:38]=[CH:39][CH:40]=[CH:41][CH:42]=1)[C:10]([NH:12][CH:13]([C:21](=[O:35])[NH:22][CH:23]([C:3](=[O:5])[CH2:2][Cl:80])[CH2:24][CH2:25][CH2:26][NH:27][C:28]([NH2:30])=[NH:29])[CH2:14][C:15]1[CH:16]=[CH:17][CH:18]=[CH:19][CH:20]=1)=[O:11])=[O:50])(=[O:45])[CH3:44]. The catalyst class is: 9. (5) Reactant: [CH3:1][O:2][C:3]1[C:4]([NH2:15])=[CH:5][C:6]([CH:9]2[CH2:14][CH2:13][O:12][CH2:11][CH2:10]2)=[N:7][CH:8]=1.[I:16]([O-])(=O)=O.[K+].[OH-].[Na+]. Product: [I:16][C:5]1[C:6]([CH:9]2[CH2:14][CH2:13][O:12][CH2:11][CH2:10]2)=[N:7][CH:8]=[C:3]([O:2][CH3:1])[C:4]=1[NH2:15]. The catalyst class is: 65. (6) Reactant: [SH:1][C:2]1[C:11]([C:12]([O:14][CH2:15][CH3:16])=[O:13])=[C:10]([CH3:17])[C:9]2[C:4](=[CH:5][CH:6]=[N:7][CH:8]=2)[N:3]=1.C([O-])([O-])=O.[K+].[K+].[CH2:24](I)[CH3:25]. Product: [CH2:24]([S:1][C:2]1[C:11]([C:12]([O:14][CH2:15][CH3:16])=[O:13])=[C:10]([CH3:17])[C:9]2[C:4](=[CH:5][CH:6]=[N:7][CH:8]=2)[N:3]=1)[CH3:25]. The catalyst class is: 3. (7) Reactant: [Cl:1][C:2]1[C:3]([CH2:28][CH2:29][C:30]2[CH:35]=[CH:34][C:33]([O:36]C)=[CH:32][C:31]=2[CH3:38])=[C:4]([C:8]2[N:13]=[C:12]([N:14]3[C:18]([C:19]([F:22])([F:21])[F:20])=[C:17]([C:23]([O:25][CH2:26][CH3:27])=[O:24])[CH:16]=[N:15]3)[CH:11]=[CH:10][CH:9]=2)[CH:5]=[CH:6][CH:7]=1.B(Br)(Br)Br. Product: [Cl:1][C:2]1[C:3]([CH2:28][CH2:29][C:30]2[CH:35]=[CH:34][C:33]([OH:36])=[CH:32][C:31]=2[CH3:38])=[C:4]([C:8]2[N:13]=[C:12]([N:14]3[C:18]([C:19]([F:22])([F:21])[F:20])=[C:17]([C:23]([O:25][CH2:26][CH3:27])=[O:24])[CH:16]=[N:15]3)[CH:11]=[CH:10][CH:9]=2)[CH:5]=[CH:6][CH:7]=1. The catalyst class is: 46. (8) Reactant: [CH2:1]([O:3][C:4]1[CH:9]=[C:8]([F:10])[CH:7]=[CH:6][C:5]=1[C:11]([F:16])([F:15])[C:12]([OH:14])=O)[CH3:2].P(Cl)(Cl)(Cl)=O.Cl.[NH2:23][CH2:24][C:25]1[CH:26]=[C:27]2[C:31](=[CH:32][CH:33]=1)[C:30](=[O:34])[N:29]([CH:35]1[CH2:40][CH2:39][C:38](=[O:41])[NH:37][C:36]1=[O:42])[CH2:28]2.C(=O)(O)[O-].[Na+]. Product: [O:42]=[C:36]1[CH:35]([N:29]2[CH2:28][C:27]3[C:31](=[CH:32][CH:33]=[C:25]([CH2:24][NH:23][C:12](=[O:14])[C:11]([C:5]4[CH:6]=[CH:7][C:8]([F:10])=[CH:9][C:4]=4[O:3][CH2:1][CH3:2])([F:16])[F:15])[CH:26]=3)[C:30]2=[O:34])[CH2:40][CH2:39][C:38](=[O:41])[NH:37]1. The catalyst class is: 17. (9) Reactant: [CH2:1]([C:3]1[CH:9]=[CH:8][C:6]([NH2:7])=[CH:5][CH:4]=1)[CH3:2].CC1(C)[O:18][C:17](=O)[C:14]2([CH2:16][CH2:15]2)[C:13](=[O:20])[O:12]1. Product: [CH2:1]([C:3]1[CH:9]=[CH:8][C:6]([N:7]2[CH2:16][CH2:15][CH:14]([C:13]([OH:20])=[O:12])[C:17]2=[O:18])=[CH:5][CH:4]=1)[CH3:2]. The catalyst class is: 8.